Dataset: Full USPTO retrosynthesis dataset with 1.9M reactions from patents (1976-2016). Task: Predict the reactants needed to synthesize the given product. (1) The reactants are: Br[CH2:2][CH2:3][CH2:4][N:5]1[C:13]2[C:8](=[N:9][CH:10]=[CH:11][CH:12]=2)[C:7]([C:14]2[CH:19]=[CH:18][C:17]([O:20][CH2:21][O:22][CH3:23])=[CH:16][CH:15]=2)=[CH:6]1.C([SnH](CCCC)CCCC)CCC.CC(N=NC(C#N)(C)C)(C#N)C.O. Given the product [CH3:23][O:22][CH2:21][O:20][C:17]1[CH:18]=[CH:19][C:14]([C:7]2[C:8]3[N:9]=[CH:10][CH:11]=[CH:12][C:13]=3[N:5]3[C:6]=2[CH2:2][CH2:3][CH2:4]3)=[CH:15][CH:16]=1, predict the reactants needed to synthesize it. (2) Given the product [Cl:24][C:14]1[CH:15]=[C:16]([CH2:19][C:20]([O:22][CH3:23])=[O:21])[CH:17]=[CH:18][C:13]=1[C:12]1[O:11][N:10]=[C:9]([C:25]2[CH:26]=[CH:27][CH:28]=[CH:29][CH:30]=2)[C:8]=1[C:6]([OH:7])=[O:5], predict the reactants needed to synthesize it. The reactants are: C([O:5][C:6]([C:8]1[C:9]([C:25]2[CH:30]=[CH:29][CH:28]=[CH:27][CH:26]=2)=[N:10][O:11][C:12]=1[C:13]1[CH:18]=[CH:17][C:16]([CH2:19][C:20]([O:22][CH3:23])=[O:21])=[CH:15][C:14]=1[Cl:24])=[O:7])(C)(C)C.